This data is from Reaction yield outcomes from USPTO patents with 853,638 reactions. The task is: Predict the reaction yield, written as a fraction of the theoretical maximum amount of product (1.0 means a 100% yield; for example, 0.34 means a 34% yield). The yield is 0.230. The reactants are [O:1]1[C:5]2[CH:6]=[CH:7][C:8]([C:10]3([C:13]([NH:15][C:16]4[CH:17]=[C:18]([C:23]5[CH:28]=[CH:27][C:26]([CH2:29][OH:30])=[CH:25][CH:24]=5)[C:19]([CH3:22])=[CH:20][CH:21]=4)=[O:14])[CH2:12][CH2:11]3)=[CH:9][C:4]=2[O:3][CH2:2]1.[C:31]1(C)C=CC(S(O)(=O)=O)=CC=1.CO. The product is [O:1]1[C:5]2[CH:6]=[CH:7][C:8]([C:10]3([C:13]([NH:15][C:16]4[CH:17]=[C:18]([C:23]5[CH:24]=[CH:25][C:26]([CH2:29][O:30][CH3:31])=[CH:27][CH:28]=5)[C:19]([CH3:22])=[CH:20][CH:21]=4)=[O:14])[CH2:11][CH2:12]3)=[CH:9][C:4]=2[O:3][CH2:2]1. The catalyst is C1(C)C=CC=CC=1.